This data is from Forward reaction prediction with 1.9M reactions from USPTO patents (1976-2016). The task is: Predict the product of the given reaction. Given the reactants [CH3:1][C:2]1([CH3:9])[C:6]([CH3:8])([CH3:7])[O:5][BH:4][O:3]1.Br[C:11]1[C:19]2[S:18][CH:17]=[CH:16][C:15]=2[C:14]([F:20])=[CH:13][CH:12]=1.C(N(CC)CC)C, predict the reaction product. The product is: [F:20][C:14]1[C:15]2[CH:16]=[CH:17][S:18][C:19]=2[C:11]([B:4]2[O:5][C:6]([CH3:8])([CH3:7])[C:2]([CH3:9])([CH3:1])[O:3]2)=[CH:12][CH:13]=1.